This data is from Forward reaction prediction with 1.9M reactions from USPTO patents (1976-2016). The task is: Predict the product of the given reaction. Given the reactants [N:1]1[C:6]([CH2:7][NH:8][C:9]2[CH:13]=[C:12]([C:14]3[CH:19]=[CH:18][C:17]([CH3:20])=[CH:16][CH:15]=3)[NH:11][N:10]=2)=[CH:5][CH:4]=[CH:3][C:2]=1[CH2:21][NH:22][C:23]1[CH:27]=[C:26]([C:28]2[CH:33]=[CH:32][C:31]([CH3:34])=[CH:30][CH:29]=2)[NH:25][N:24]=1.[ClH:35], predict the reaction product. The product is: [ClH:35].[ClH:35].[ClH:35].[N:1]1[C:2]([CH2:21][NH:22][C:23]2[CH:27]=[C:26]([C:28]3[CH:29]=[CH:30][C:31]([CH3:34])=[CH:32][CH:33]=3)[NH:25][N:24]=2)=[CH:3][CH:4]=[CH:5][C:6]=1[CH2:7][NH:8][C:9]1[CH:13]=[C:12]([C:14]2[CH:15]=[CH:16][C:17]([CH3:20])=[CH:18][CH:19]=2)[NH:11][N:10]=1.